Predict which catalyst facilitates the given reaction. From a dataset of Catalyst prediction with 721,799 reactions and 888 catalyst types from USPTO. (1) Reactant: [Cl:1][C:2]1[CH:7]=[CH:6][CH:5]=[CH:4][C:3]=1[NH:8][CH:9]1[C:18]2[C:13](=[CH:14][CH:15]=[CH:16][CH:17]=2)[N:12]([C:19](=[O:30])[C:20]2[CH:25]=[CH:24][C:23]([O:26][CH3:27])=[C:22]([O:28][CH3:29])[CH:21]=2)[CH2:11][CH2:10]1.[H-].[Na+].[CH3:33]I.O. Product: [Cl:1][C:2]1[CH:7]=[CH:6][CH:5]=[CH:4][C:3]=1[N:8]([CH3:33])[CH:9]1[C:18]2[C:13](=[CH:14][CH:15]=[CH:16][CH:17]=2)[N:12]([C:19](=[O:30])[C:20]2[CH:25]=[CH:24][C:23]([O:26][CH3:27])=[C:22]([O:28][CH3:29])[CH:21]=2)[CH2:11][CH2:10]1. The catalyst class is: 39. (2) Reactant: Cl.Cl.[NH2:3][CH2:4][CH2:5][O:6][C:7]1[CH:8]=[CH:9][C:10]2[C:11]3[N:20]([CH2:21][CH:22]4[CH2:27][CH2:26][O:25][CH2:24][CH2:23]4)[C:19]([CH2:28][CH3:29])=[N:18][C:12]=3[C:13]([NH2:17])=[N:14][C:15]=2[CH:16]=1.C(N(CC)CC)C.[C:37](OC(=O)C)(=[O:39])[CH3:38]. Product: [NH2:17][C:13]1[C:12]2[N:18]=[C:19]([CH2:28][CH3:29])[N:20]([CH2:21][CH:22]3[CH2:27][CH2:26][O:25][CH2:24][CH2:23]3)[C:11]=2[C:10]2[CH:9]=[CH:8][C:7]([O:6][CH2:5][CH2:4][NH:3][C:37](=[O:39])[CH3:38])=[CH:16][C:15]=2[N:14]=1. The catalyst class is: 4.